This data is from NCI-60 drug combinations with 297,098 pairs across 59 cell lines. The task is: Regression. Given two drug SMILES strings and cell line genomic features, predict the synergy score measuring deviation from expected non-interaction effect. (1) Drug 1: CS(=O)(=O)CCNCC1=CC=C(O1)C2=CC3=C(C=C2)N=CN=C3NC4=CC(=C(C=C4)OCC5=CC(=CC=C5)F)Cl. Drug 2: C(CC(=O)O)C(=O)CN.Cl. Cell line: SF-295. Synergy scores: CSS=9.07, Synergy_ZIP=-2.04, Synergy_Bliss=1.66, Synergy_Loewe=0.388, Synergy_HSA=0.267. (2) Drug 1: C1=CC(=CC=C1C#N)C(C2=CC=C(C=C2)C#N)N3C=NC=N3. Drug 2: C1=NC2=C(N1)C(=S)N=CN2. Cell line: PC-3. Synergy scores: CSS=13.9, Synergy_ZIP=-5.44, Synergy_Bliss=0.893, Synergy_Loewe=-7.54, Synergy_HSA=-0.0443.